Task: Predict the reaction yield, written as a fraction of the theoretical maximum amount of product (1.0 means a 100% yield; for example, 0.34 means a 34% yield).. Dataset: Reaction yield outcomes from USPTO patents with 853,638 reactions (1) The product is [Cl:1][C:2]1[CH:6]=[N:5][N:4]([CH:7]([CH3:9])[CH3:8])[C:3]=1[C:10]1[CH:11]=[C:12]([NH:18][C:27]([NH:26][C:23]2[CH:24]=[CH:25][C:20]([Cl:19])=[CH:21][CH:22]=2)=[O:28])[CH:13]=[CH:14][C:15]=1[O:16][CH3:17]. The catalyst is C(Cl)Cl. The yield is 0.540. The reactants are [Cl:1][C:2]1[CH:6]=[N:5][N:4]([CH:7]([CH3:9])[CH3:8])[C:3]=1[C:10]1[CH:11]=[C:12]([NH2:18])[CH:13]=[CH:14][C:15]=1[O:16][CH3:17].[Cl:19][C:20]1[CH:25]=[CH:24][C:23]([N:26]=[C:27]=[O:28])=[CH:22][CH:21]=1. (2) The reactants are C(OC([NH:8][C@@H:9]([CH:40]([CH3:42])[CH3:41])[C:10]([O:12][C@@H:13]1[CH2:29][C@@H:28]2[C@@:16]([CH3:39])([C@@H:17]3[C@@H:25]([CH2:26][CH2:27]2)[C@:24]2(O)[C@@:20]([CH3:38])([C@@H:21]([C:31]4[CH:32]=[CH:33][C:34](=[O:37])[O:35][CH:36]=4)[CH2:22][CH2:23]2)[CH2:19][CH2:18]3)[CH2:15][CH2:14]1)=[O:11])=O)(C)(C)C.Cl. The catalyst is CCOC(C)=O. The product is [NH2:8][C@@H:9]([CH:40]([CH3:42])[CH3:41])[C:10]([O:12][C@@H:13]1[CH2:29][C@@H:28]2[C@@:16]([CH3:39])([C@@H:17]3[C@@H:25]([CH2:26][CH2:27]2)[C:24]2[C@@:20]([CH3:38])([C@@H:21]([C:31]4[CH:32]=[CH:33][C:34](=[O:37])[O:35][CH:36]=4)[CH2:22][CH:23]=2)[CH2:19][CH2:18]3)[CH2:15][CH2:14]1)=[O:11]. The yield is 0.0820. (3) The reactants are [CH3:1][O:2][C:3]([C:5]1[S:6][C:7]([C:14]2[CH:19]=[CH:18][CH:17]=[CH:16][CH:15]=2)=[CH:8][C:9]=1[NH:10][N:11]([CH3:13])[CH3:12])=[O:4].N#N.[Cl:22][C:23]1[CH:31]=[C:30]([Cl:32])[CH:29]=[CH:28][C:24]=1[C:25](Cl)=[O:26]. The catalyst is ClCCCl. The product is [CH3:1][O:2][C:3]([C:5]1[S:6][C:7]([C:14]2[CH:19]=[CH:18][CH:17]=[CH:16][CH:15]=2)=[CH:8][C:9]=1[N:10]([C:25](=[O:26])[C:24]1[CH:28]=[CH:29][C:30]([Cl:32])=[CH:31][C:23]=1[Cl:22])[N:11]([CH3:13])[CH3:12])=[O:4]. The yield is 0.0500. (4) The reactants are [F:1][C:2]1[C:3]([F:17])=[CH:4][C:5]2[C:6]3[N:7]([N:13]=[C:14]([CH3:16])[N:15]=3)[C:8](=O)[NH:9][C:10]=2[CH:11]=1.C(N(CC)C(C)C)(C)C.O=P(Cl)(Cl)[Cl:29]. No catalyst specified. The product is [Cl:29][C:8]1[N:7]2[N:13]=[C:14]([CH3:16])[N:15]=[C:6]2[C:5]2[CH:4]=[C:3]([F:17])[C:2]([F:1])=[CH:11][C:10]=2[N:9]=1. The yield is 0.630. (5) The reactants are [NH2:1][C:2]([C:4]1[CH:5]=[C:6]([CH:11]=[C:12]([O:14][CH2:15][CH2:16][CH3:17])[CH:13]=1)[C:7]([O:9][CH3:10])=[O:8])=O.N1C=CC=CC=1.FC(F)(F)C(OC(=O)C(F)(F)F)=O. The catalyst is ClCCl. The product is [C:2]([C:4]1[CH:5]=[C:6]([CH:11]=[C:12]([O:14][CH2:15][CH2:16][CH3:17])[CH:13]=1)[C:7]([O:9][CH3:10])=[O:8])#[N:1]. The yield is 0.840. (6) The reactants are [N:1]1[C:10]2[C:5](=[CH:6][C:7]([C:11]([O:13][CH2:14][CH3:15])=[O:12])=[CH:8][CH:9]=2)[CH:4]=[CH:3][CH:2]=1.ClC1C=C(C=CC=1)C(OO)=[O:21]. The catalyst is ClCCl. The product is [CH2:14]([O:13][C:11]([C:7]1[CH:6]=[C:5]2[C:10](=[CH:9][CH:8]=1)[N+:1]([O-:21])=[CH:2][CH:3]=[CH:4]2)=[O:12])[CH3:15]. The yield is 0.710. (7) The reactants are [CH3:1][CH:2]([NH2:6])[CH:3]([NH2:5])[CH3:4].CC1C(Br)=C(O)C(Br)=CC=1C1(C2C=C(Br)C(O)=C(Br)C=2C)OS(=O)(=O)C2C=CC=CC1=2.CS(O)(=O)=O.[CH:43]1[CH:48]=[CH:47][C:46]([CH2:49][O:50][C:51](Cl)=[O:52])=[CH:45][CH:44]=1. The catalyst is O.C(O)C.COCCOC.C(O[K])(C)=O. The product is [NH2:5][CH:3]([CH3:4])[CH:2]([NH:6][C:51](=[O:52])[O:50][CH2:49][C:46]1[CH:47]=[CH:48][CH:43]=[CH:44][CH:45]=1)[CH3:1]. The yield is 0.350.